Task: Predict which catalyst facilitates the given reaction.. Dataset: Catalyst prediction with 721,799 reactions and 888 catalyst types from USPTO (1) The catalyst class is: 5. Product: [C:1]([N:4]1[CH2:5][CH2:6][N:7]([C:10]2[N:15]=[C:14]([NH:16][C:20]3[S:21][C:22]([C:25]#[N:26])=[CH:23][N:24]=3)[CH:13]=[CH:12][N:11]=2)[CH2:8][CH2:9]1)(=[O:3])[CH3:2]. Reactant: [C:1]([N:4]1[CH2:9][CH2:8][N:7]([C:10]2[N:15]=[C:14]([NH2:16])[CH:13]=[CH:12][N:11]=2)[CH2:6][CH2:5]1)(=[O:3])[CH3:2].[H-].[Na+].Cl[C:20]1[S:21][C:22]([C:25]#[N:26])=[CH:23][N:24]=1. (2) Reactant: [CH2:1]([C@H:8]([NH:32][C:33](=[O:43])[O:34][C@@H:35]1[C@H:42]2[C@H:38]([O:39][CH2:40][CH2:41]2)[O:37][CH2:36]1)[C@H:9]([OH:31])[CH2:10][N:11]([O:24][CH:25]1[CH2:30][CH2:29][CH2:28][CH2:27][CH2:26]1)[S:12]([C:15]1[CH:20]=[CH:19][CH:18]=[C:17]([N+:21]([O-])=O)[CH:16]=1)(=[O:14])=[O:13])[C:2]1[CH:7]=[CH:6][CH:5]=[CH:4][CH:3]=1. Product: [NH2:21][C:17]1[CH:16]=[C:15]([S:12]([N:11]([O:24][CH:25]2[CH2:26][CH2:27][CH2:28][CH2:29][CH2:30]2)[CH2:10][C@@H:9]([OH:31])[C@@H:8]([NH:32][C:33](=[O:43])[O:34][C@@H:35]2[C@H:42]3[C@H:38]([O:39][CH2:40][CH2:41]3)[O:37][CH2:36]2)[CH2:1][C:2]2[CH:3]=[CH:4][CH:5]=[CH:6][CH:7]=2)(=[O:14])=[O:13])[CH:20]=[CH:19][CH:18]=1. The catalyst class is: 29. (3) Reactant: [NH2:1][C:2]1[C:7]([N+:8]([O-:10])=[O:9])=[C:6]([N:11]2[CH2:16][CH2:15][N:14]([CH2:17][C:18](NC3SC=CN=3)=O)[CH2:13][CH2:12]2)[C:5]([Br:26])=[CH:4][N:3]=1.BrC1C(Cl)=C([N+]([O-])=O)C(N)=NC=1.CCN(C(C)C)C(C)C.C(N1CCNCC1)C. Product: [Br:26][C:5]1[C:6]([N:11]2[CH2:16][CH2:15][N:14]([CH2:17][CH3:18])[CH2:13][CH2:12]2)=[C:7]([N+:8]([O-:10])=[O:9])[C:2]([NH2:1])=[N:3][CH:4]=1. The catalyst class is: 32. (4) Reactant: [C:1]1([CH2:11][C:12]([OH:14])=O)[C:10]2[C:5](=[CH:6][CH:7]=[CH:8][CH:9]=2)[CH:4]=[CH:3][CH:2]=1.[N:15]1([C:20]2[S:21][CH:22]=[CH:23][C:24]=2[NH2:25])[CH:19]=[CH:18][N:17]=[CH:16]1.CN1CCOCC1.CN(C=O)C. Product: [N:15]1([C:20]2[S:21][CH:22]=[CH:23][C:24]=2[NH:25][C:12](=[O:14])[CH2:11][C:1]2[C:10]3[C:5](=[CH:6][CH:7]=[CH:8][CH:9]=3)[CH:4]=[CH:3][CH:2]=2)[CH:19]=[CH:18][N:17]=[CH:16]1. The catalyst class is: 2. (5) Reactant: [CH2:1]=[CH:2][C:3]1[CH:8]=[CH:7][C:6](O)=[CH:5][CH:4]=1.C([C:12]1[CH:17]=[CH:16][CH:15]=[CH:14][N:13]=1)=C. Product: [CH2:1]=[CH:2][C:3]1[CH:8]=[CH:7][CH:6]=[CH:5][CH:4]=1.[CH:1]([C:16]1[CH:17]=[CH:12][N:13]=[CH:14][CH:15]=1)=[CH2:2]. The catalyst class is: 6. (6) Product: [OH:2][C:3]1[CH:4]=[C:5]2[C:10](=[CH:11][CH:12]=1)[N:9]=[C:8]([CH3:13])[CH:7]=[CH:6]2. Reactant: C[O:2][C:3]1[CH:4]=[C:5]2[C:10](=[CH:11][CH:12]=1)[N:9]=[C:8]([CH3:13])[CH:7]=[CH:6]2.O.[OH-].[Na+]. The catalyst class is: 201.